From a dataset of Catalyst prediction with 721,799 reactions and 888 catalyst types from USPTO. Predict which catalyst facilitates the given reaction. Reactant: C([C:3]([N:10]1[CH2:15][CH2:14][N:13]([C:16]([O:18][C:19]([CH3:22])([CH3:21])[CH3:20])=[O:17])[CH2:12][CH2:11]1)=[CH:4][C:5]1[S:6][CH:7]=[CH:8][N:9]=1)#N.[N-:23]=[N+:24]=[N-:25].[Na+]. Product: [S:6]1[CH:7]=[CH:8][N:9]=[C:5]1[C:4]1[NH:25][N:24]=[N:23][C:3]=1[N:10]1[CH2:11][CH2:12][N:13]([C:16]([O:18][C:19]([CH3:20])([CH3:21])[CH3:22])=[O:17])[CH2:14][CH2:15]1. The catalyst class is: 16.